This data is from hERG Central: cardiac toxicity at 1µM, 10µM, and general inhibition. The task is: Predict hERG channel inhibition at various concentrations. The drug is O=C(CN(c1ccc([N+](=O)[O-])cc1)S(=O)(=O)c1ccccc1)N1CCCCC1. Results: hERG_inhib (hERG inhibition (general)): blocker.